Dataset: Reaction yield outcomes from USPTO patents with 853,638 reactions. Task: Predict the reaction yield, written as a fraction of the theoretical maximum amount of product (1.0 means a 100% yield; for example, 0.34 means a 34% yield). (1) The reactants are C(N[C:5]1[CH:10]=[CH:9][CH:8]=[CH:7][C:6]=1[C:11](=C1CCN([CH2:11][C:6]2[CH:7]=[CH:8][CH:9]=[CH:10][CH:5]=2)CC1)[C:9]1[CH:8]=[CH:7][C:6]([C:11](N(CC)CC)=O)=[CH:5][CH:10]=1)(=O)C.[CH2:38]([N:40]([CH2:67][CH3:68])[C:41]([C:43]1[CH:48]=[CH:47][C:46]([C:49](=[C:61]2[CH2:66][CH2:65][NH:64][CH2:63][CH2:62]2)[C:50]2[CH:55]=[CH:54][CH:53]=[CH:52][C:51]=2[NH:56][C:57](=[O:60])[O:58][CH3:59])=[CH:45][CH:44]=1)=[O:42])[CH3:39].C(=O)C1C=CC=CC=1.C(O)(C(F)(F)F)=O. No catalyst specified. The product is [CH2:11]([N:64]1[CH2:65][CH2:66][C:61](=[C:49]([C:46]2[CH:45]=[CH:44][C:43]([C:41]([N:40]([CH2:38][CH3:39])[CH2:67][CH3:68])=[O:42])=[CH:48][CH:47]=2)[C:50]2[CH:55]=[CH:54][CH:53]=[CH:52][C:51]=2[NH:56][C:57](=[O:60])[O:58][CH3:59])[CH2:62][CH2:63]1)[C:6]1[CH:7]=[CH:8][CH:9]=[CH:10][CH:5]=1. The yield is 0.620. (2) The reactants are [C:1]([N:11]1[CH2:18][CH:17]([OH:19])[CH2:16][C@H:12]1[C:13]([OH:15])=[O:14])([O:3][CH2:4][C:5]1[CH:10]=[CH:9][CH:8]=[CH:7][CH:6]=1)=[O:2].C([O-])([O-])=O.[K+].[K+].[Na+].[I-].[CH2:28](Br)[C:29]1[CH:34]=[CH:33][CH:32]=[CH:31][CH:30]=1. The catalyst is C(OCC)(=O)C.CN(C=O)C. The product is [CH2:28]([O:14][C:13](=[O:15])[C@@H:12]1[CH2:16][CH:17]([OH:19])[CH2:18][N:11]1[C:1]([O:3][CH2:4][C:5]1[CH:6]=[CH:7][CH:8]=[CH:9][CH:10]=1)=[O:2])[C:29]1[CH:34]=[CH:33][CH:32]=[CH:31][CH:30]=1. The yield is 1.00. (3) The reactants are Cl.[NH2:2][C@:3]12[CH2:39][CH2:38][C@@H:37]([C:40]([CH3:42])=[CH2:41])[C@@H:4]1[C@@H:5]1[C@@:18]([CH3:21])([CH2:19][CH2:20]2)[C@@:17]2([CH3:22])[C@@H:8]([C@:9]3([CH3:36])[C@@H:14]([CH2:15][CH2:16]2)[C:13]([CH3:24])([CH3:23])[C:12]([C:25]2[CH:34]=[CH:33][C:28]([C:29]([O:31][CH3:32])=[O:30])=[C:27]([F:35])[CH:26]=2)=[CH:11][CH2:10]3)[CH2:7][CH2:6]1.Cl.Cl[CH2:45][CH2:46][N:47]1[CH2:52][CH2:51][O:50][CH2:49][CH2:48]1.P(=O)(O)(O)O.[K].[I-].[K+]. The catalyst is C(#N)C. The product is [F:35][C:27]1[CH:26]=[C:25]([C:12]2[C:13]([CH3:23])([CH3:24])[C@H:14]3[C@:9]([CH3:36])([CH2:10][CH:11]=2)[C@@H:8]2[C@:17]([CH3:22])([C@@:18]4([CH3:21])[C@H:5]([CH2:6][CH2:7]2)[C@H:4]2[C@H:37]([C:40]([CH3:42])=[CH2:41])[CH2:38][CH2:39][C@:3]2([NH:2][CH2:45][CH2:46][N:47]2[CH2:52][CH2:51][O:50][CH2:49][CH2:48]2)[CH2:20][CH2:19]4)[CH2:16][CH2:15]3)[CH:34]=[CH:33][C:28]=1[C:29]([O:31][CH3:32])=[O:30]. The yield is 0.683. (4) The reactants are [Cl:1][C:2]1[CH:7]=[CH:6][CH:5]=[CH:4][C:3]=1[CH2:8][N:9]1[CH:13]=[C:12]([C:14]2[CH:19]=[C:18]([C:20]3[N:21]=[N:22][NH:23][N:24]=3)[CH:17]=[CH:16][N:15]=2)[N:11]=[CH:10]1.[C:25]([O:31][CH2:32]CCl)(=[O:30])[C:26]([CH3:29])([CH3:28])[CH3:27].C(=O)([O-])[O-].[K+].[K+]. The catalyst is CN(C=O)C. The product is [C:25]([O:31][CH2:32][N:22]1[N:23]=[N:24][C:20]([C:18]2[CH:17]=[CH:16][N:15]=[C:14]([C:12]3[N:11]=[CH:10][N:9]([CH2:8][C:3]4[CH:4]=[CH:5][CH:6]=[CH:7][C:2]=4[Cl:1])[CH:13]=3)[CH:19]=2)=[N:21]1)(=[O:30])[C:26]([CH3:29])([CH3:28])[CH3:27]. The yield is 0.150. (5) The reactants are Br.C([N:9]1[C:13]2=[C:14]([N+:29]([O-:31])=[O:30])[C:15]([NH:20][C:21]3[CH:26]=[CH:25][C:24]([I:27])=[CH:23][C:22]=3[F:28])=[C:16]([CH3:19])[C:17](=[O:18])[N:12]2[CH2:11][CH2:10]1)C1C=CC=CC=1.C(OC(=O)C)C.C([O-])(O)=O.[Na+]. The catalyst is C(O)(=O)C. The product is [F:28][C:22]1[CH:23]=[C:24]([I:27])[CH:25]=[CH:26][C:21]=1[NH:20][C:15]1[C:14]([N+:29]([O-:31])=[O:30])=[C:13]2[NH:9][CH2:10][CH2:11][N:12]2[C:17](=[O:18])[C:16]=1[CH3:19]. The yield is 0.750. (6) The reactants are [O:1]([CH2:8][C:9]1[N:14]=[CH:13][C:12]([CH:15]=O)=[CH:11][CH:10]=1)[C:2]1[CH:7]=[CH:6][CH:5]=[CH:4][CH:3]=1.C[O-].[Li+].[N+:20]([CH3:23])([O-:22])=[O:21].C(OC(=O)C)(=O)C.C(N(CC)CC)C.[BH4-].[Na+]. The catalyst is O.CO.C(OCC)(=O)C. The product is [N+:20]([CH2:23][CH2:15][C:12]1[CH:11]=[CH:10][C:9]([CH2:8][O:1][C:2]2[CH:7]=[CH:6][CH:5]=[CH:4][CH:3]=2)=[N:14][CH:13]=1)([O-:22])=[O:21]. The yield is 0.142. (7) The reactants are Cl[C:2]1[CH:7]=[CH:6][C:5]([NH:8][C:9]([NH:11][C:12]2[CH:17]=[CH:16][CH:15]=[C:14]([C:18]3[CH:23]=[CH:22][CH:21]=[C:20]([N:24]4[CH2:28][CH2:27][CH2:26][CH2:25]4)[N:19]=3)[CH:13]=2)=[O:10])=[CH:4][CH:3]=1.N[C:30]1C=CC=C(C)C=1.CCN(C(C)C)C(C)C. The catalyst is CN(C=O)C. The product is [N:24]1([C:20]2[N:19]=[C:18]([C:14]3[CH:13]=[C:12]([NH:11][C:9]([NH:8][C:5]4[CH:4]=[C:3]([CH3:30])[CH:2]=[CH:7][CH:6]=4)=[O:10])[CH:17]=[CH:16][CH:15]=3)[CH:23]=[CH:22][CH:21]=2)[CH2:28][CH2:27][CH2:26][CH2:25]1. The yield is 0.690.